Dataset: Catalyst prediction with 721,799 reactions and 888 catalyst types from USPTO. Task: Predict which catalyst facilitates the given reaction. (1) Reactant: [CH3:1][C:2]1([CH3:10])[O:7][C:6]([CH3:9])([CH3:8])[CH2:5][NH:4][CH2:3]1.[CH2:11]([O:18][CH2:19][CH:20]=O)[C:12]1[CH:17]=[CH:16][CH:15]=[CH:14][CH:13]=1.C(O[BH-](OC(=O)C)OC(=O)C)(=O)C.[Na+].[OH-].[Na+]. Product: [CH2:11]([O:18][CH2:19][CH2:20][N:4]1[CH2:5][C:6]([CH3:9])([CH3:8])[O:7][C:2]([CH3:10])([CH3:1])[CH2:3]1)[C:12]1[CH:17]=[CH:16][CH:15]=[CH:14][CH:13]=1. The catalyst class is: 68. (2) Reactant: CON(C)[C:4]([C:6]1[NH:7][C:8]2[C:13]([C:14]=1[NH:15][C:16]1[CH:21]=[CH:20][N:19]=[CH:18][CH:17]=1)=[CH:12][CH:11]=[CH:10][CH:9]=2)=[O:5].[H-].[H-].[H-].[H-].[Li+].[Al+3].[NH4+].[Cl-].ClCCl. Product: [N:19]1[CH:18]=[CH:17][C:16]([NH:15][C:14]2[C:13]3[C:8](=[CH:9][CH:10]=[CH:11][CH:12]=3)[NH:7][C:6]=2[CH:4]=[O:5])=[CH:21][CH:20]=1. The catalyst class is: 1.